This data is from Peptide-MHC class I binding affinity with 185,985 pairs from IEDB/IMGT. The task is: Regression. Given a peptide amino acid sequence and an MHC pseudo amino acid sequence, predict their binding affinity value. This is MHC class I binding data. The peptide sequence is KARNIISPV. The MHC is HLA-A29:02 with pseudo-sequence HLA-A29:02. The binding affinity (normalized) is 0.0847.